From a dataset of Forward reaction prediction with 1.9M reactions from USPTO patents (1976-2016). Predict the product of the given reaction. Given the reactants [F:1][C:2]1[CH:7]=[CH:6][C:5]([C:8]([F:11])([F:10])[F:9])=[CH:4][C:3]=1[C:12]1[CH:16]=[C:15](OS(C(F)(F)F)(=O)=O)[N:14]([C@H:25]([C:27]2[CH:37]=[CH:36][C:30]([C:31]([O:33][CH2:34][CH3:35])=[O:32])=[CH:29][CH:28]=2)[CH3:26])[N:13]=1.[CH3:38][O:39][C:40]1[CH:41]=[C:42]2[C:47](=[CH:48][CH:49]=1)[CH:46]=[C:45](B(O)O)[CH:44]=[CH:43]2.C(N(CC)CC)C.N#N, predict the reaction product. The product is: [F:1][C:2]1[CH:7]=[CH:6][C:5]([C:8]([F:11])([F:10])[F:9])=[CH:4][C:3]=1[C:12]1[CH:16]=[C:15]([C:45]2[CH:44]=[CH:43][C:42]3[C:47](=[CH:48][CH:49]=[C:40]([O:39][CH3:38])[CH:41]=3)[CH:46]=2)[N:14]([C@H:25]([C:27]2[CH:28]=[CH:29][C:30]([C:31]([O:33][CH2:34][CH3:35])=[O:32])=[CH:36][CH:37]=2)[CH3:26])[N:13]=1.